Predict the reactants needed to synthesize the given product. From a dataset of Full USPTO retrosynthesis dataset with 1.9M reactions from patents (1976-2016). (1) Given the product [NH2:2][CH2:1][CH2:3][C:4]([C:6]1[CH:20]=[CH:19][C:9]2[N:10]=[C:11]([NH:13][C:14]([NH:16][CH2:17][CH3:18])=[O:15])[S:12][C:8]=2[CH:7]=1)=[O:5], predict the reactants needed to synthesize it. The reactants are: [C:1]([CH2:3][C:4]([C:6]1[CH:20]=[CH:19][C:9]2[N:10]=[C:11]([NH:13][C:14]([NH:16][CH2:17][CH3:18])=[O:15])[S:12][C:8]=2[CH:7]=1)=[O:5])#[N:2].CO. (2) Given the product [Cl:1][C:2]1[CH:7]=[CH:6][C:5]([CH:8]([C:9]2[CH:14]=[CH:13][CH:12]=[CH:11][CH:10]=2)[OH:17])=[CH:4][CH:3]=1, predict the reactants needed to synthesize it. The reactants are: [Cl:1][C:2]1[CH:7]=[CH:6][C:5]([CH:8](Cl)[C:9]2[CH:14]=[CH:13][CH:12]=[CH:11][CH:10]=2)=[CH:4][CH:3]=1.C([O-])([O-])=[O:17].[K+].[K+]. (3) Given the product [OH:1][C@H:2]([C@H:4]1[NH:9][C:8]([CH3:20])([CH3:19])[CH2:7][C:6](=[O:21])[CH2:5]1)[CH3:3], predict the reactants needed to synthesize it. The reactants are: [OH:1][C@H:2]([C@H:4]1[N:9](CC2C=CC(OC)=CC=2)[C:8]([CH3:20])([CH3:19])[CH2:7][C:6](=[O:21])[CH2:5]1)[CH3:3].C(O)(=O)C. (4) Given the product [CH2:8]([O:15][C:16]1[CH:21]=[CH:20][C:19]([S:22]([Cl:4])(=[O:25])=[O:23])=[CH:18][CH:17]=1)[C:9]1[CH:14]=[CH:13][CH:12]=[CH:11][CH:10]=1, predict the reactants needed to synthesize it. The reactants are: C(Cl)(=O)C([Cl:4])=O.[Na].[CH2:8]([O:15][C:16]1[CH:21]=[CH:20][C:19]([S:22]([OH:25])(=O)=[O:23])=[CH:18][CH:17]=1)[C:9]1[CH:14]=[CH:13][CH:12]=[CH:11][CH:10]=1. (5) Given the product [OH:15][N:14]=[C:7]1[C:6]2[CH:10]=[CH:11][CH:12]=[CH:13][C:5]=2[CH2:4][CH2:3][N:2]([CH3:1])[C:8]1=[O:9], predict the reactants needed to synthesize it. The reactants are: [CH3:1][N:2]1[C:8](=[O:9])[CH2:7][C:6]2[CH:10]=[CH:11][CH:12]=[CH:13][C:5]=2[CH2:4][CH2:3]1.[N:14](OCCC(C)C)=[O:15].[Li+].C[Si]([N-][Si](C)(C)C)(C)C.Cl.